Dataset: Reaction yield outcomes from USPTO patents with 853,638 reactions. Task: Predict the reaction yield, written as a fraction of the theoretical maximum amount of product (1.0 means a 100% yield; for example, 0.34 means a 34% yield). (1) The reactants are [C:1]([O:5][C:6](=[O:8])[NH2:7])([CH3:4])([CH3:3])[CH3:2].[OH-].[Na+].Cl[O:12]C(C)(C)C.P([O-])([O-])([O-])=O.[F:22][C:23]1[CH:30]=[CH:29][C:26]([CH:27]=[CH2:28])=[CH:25][CH:24]=1. The catalyst is C(#N)C.O.O.O.[O-][Os]([O-])(=O)=O.[K+].[K+]. The product is [C:1]([O:5][C:6](=[O:8])[NH:7][CH2:28][CH:27]([C:26]1[CH:29]=[CH:30][C:23]([F:22])=[CH:24][CH:25]=1)[OH:12])([CH3:4])([CH3:3])[CH3:2]. The yield is 0.570. (2) The reactants are [F:1][C:2]1[CH:7]=[CH:6][C:5]([OH:8])=[CH:4][CH:3]=1.[H-].[Na+].[N:11]1[C:18]([Cl:19])=[N:17][C:15](Cl)=[N:14][C:12]=1[Cl:13].[NH4+].[Cl-]. The catalyst is O1CCCC1. The product is [Cl:13][C:12]1[N:11]=[C:18]([Cl:19])[N:17]=[C:15]([O:8][C:5]2[CH:6]=[CH:7][C:2]([F:1])=[CH:3][CH:4]=2)[N:14]=1. The yield is 0.580. (3) The yield is 1.00. The product is [CH3:1][O:2][C:3]1[CH:4]=[CH:5][C:6]([N+:10]([O-:12])=[O:11])=[C:7]([CH:9]=1)[NH:8][CH2:45][C:43]1[CH:42]=[CH:41][C:39]2[N:40]=[C:36]([S:35][CH3:34])[O:37][C:38]=2[CH:44]=1. The catalyst is C(Cl)Cl. The reactants are [CH3:1][O:2][C:3]1[CH:4]=[CH:5][C:6]([N+:10]([O-:12])=[O:11])=[C:7]([CH:9]=1)[NH2:8].C(O)(C(F)(F)F)=O.[BH-](OC(C)=O)(OC(C)=O)OC(C)=O.[Na+].[CH3:34][S:35][C:36]1[O:37][C:38]2[CH:44]=[C:43]([CH:45]=O)[CH:42]=[CH:41][C:39]=2[N:40]=1.